This data is from Full USPTO retrosynthesis dataset with 1.9M reactions from patents (1976-2016). The task is: Predict the reactants needed to synthesize the given product. (1) Given the product [NH2:12][C:10]1[CH:9]=[CH:8][CH:7]=[C:6]2[C:11]=1[CH:3]([S:2][CH3:1])[C:4](=[O:15])[NH:5]2, predict the reactants needed to synthesize it. The reactants are: [CH3:1][S:2][CH:3]1[C:11]2[C:6](=[CH:7][CH:8]=[CH:9][C:10]=2[N+:12]([O-])=O)[NH:5][C:4]1=[O:15]. (2) Given the product [O:11]=[C:7]1[C:8]2[C:4](=[CH:3][C:2]([C:52]([O:61][CH3:60])=[O:53])=[CH:10][CH:9]=2)[CH2:5][CH2:6]1, predict the reactants needed to synthesize it. The reactants are: Br[C:2]1[CH:3]=[C:4]2[C:8](=[CH:9][CH:10]=1)[C:7](=[O:11])[CH2:6][CH2:5]2.C(N(CC)CC)C.C1(P(C2C=CC=CC=2)CCCP(C2C=CC=CC=2)C2C=CC=CC=2)C=CC=CC=1.[C]=O.OC[C:52]1([O:61][CH2:60][C@@H](O)[C@@H](O)[C@H]1O)[OH:53]. (3) Given the product [CH3:51][O:53][NH:45][C:48]([N:23]1[C:24]2[C:29](=[N:28][C:27]([O:30][CH3:31])=[CH:26][CH:25]=2)[C@@H:20]([NH:19][C:9]2[N:8]=[C:7]([CH2:6][C:5]3[CH:4]=[C:3]([C:2]([F:1])([F:41])[F:42])[CH:36]=[C:35]([C:37]([F:38])([F:39])[F:40])[CH:34]=3)[C:12]([N:13]3[CH2:14][CH2:15][O:16][CH2:17][CH2:18]3)=[CH:11][N:10]=2)[CH2:21][C@H:22]1[CH2:32][CH3:33])=[O:62], predict the reactants needed to synthesize it. The reactants are: [F:1][C:2]([F:42])([F:41])[C:3]1[CH:4]=[C:5]([CH:34]=[C:35]([C:37]([F:40])([F:39])[F:38])[CH:36]=1)[CH2:6][C:7]1[C:12]([N:13]2[CH2:18][CH2:17][O:16][CH2:15][CH2:14]2)=[CH:11][N:10]=[C:9]([NH:19][C@@H:20]2[C:29]3[C:24](=[CH:25][CH:26]=[C:27]([O:30][CH3:31])[N:28]=3)[NH:23][C@H:22]([CH2:32][CH3:33])[CH2:21]2)[N:8]=1.C([N:45]([CH2:48]C)CC)C.Cl[C:51](Cl)([O:53]C(=O)OC(Cl)(Cl)Cl)Cl.[OH2:62]. (4) Given the product [ClH:13].[Cl:13][CH2:3][CH2:2][NH2:1].[Cl:13][CH2:3][CH2:2][NH2:1].[Cl:13][CH2:3][CH2:2][NH2:1], predict the reactants needed to synthesize it. The reactants are: [N:1](CCO)(CCO)[CH2:2][CH2:3]O.S(Cl)([Cl:13])=O. (5) Given the product [F:1][C:2]1[CH:3]=[C:4]([CH:8]=[CH:9][C:10]=1[C:11]1[S:12][C:13]2[C:18]([N:19]=1)=[CH:17][CH:16]=[C:15]([C:20]1([C:23]3[CH:24]=[CH:25][CH:26]=[CH:27][CH:28]=3)[CH2:21][CH2:22]1)[N:14]=2)[C:5]([N:33]([CH2:32][CH2:31][O:30][CH3:29])[CH3:34])=[O:6], predict the reactants needed to synthesize it. The reactants are: [F:1][C:2]1[CH:3]=[C:4]([CH:8]=[CH:9][C:10]=1[C:11]1[S:12][C:13]2[C:18]([N:19]=1)=[CH:17][CH:16]=[C:15]([C:20]1([C:23]3[CH:28]=[CH:27][CH:26]=[CH:25][CH:24]=3)[CH2:22][CH2:21]1)[N:14]=2)[C:5](O)=[O:6].[CH3:29][O:30][CH2:31][CH2:32][NH:33][CH3:34].